Dataset: Reaction yield outcomes from USPTO patents with 853,638 reactions. Task: Predict the reaction yield, written as a fraction of the theoretical maximum amount of product (1.0 means a 100% yield; for example, 0.34 means a 34% yield). (1) The reactants are [OH-].[CH2:2]([N+:4]([CH2:10][CH3:11])([CH2:6][CH2:7][O:8][CH3:9])[CH3:5])[CH3:3].[CH3:12][S:13][CH2:14][CH2:15][C:16]([OH:18])=[O:17]. No catalyst specified. The product is [CH3:12][S:13][CH2:14][CH2:15][C:16]([O-:18])=[O:17].[CH2:2]([N+:4]([CH2:10][CH3:11])([CH2:6][CH2:7][O:8][CH3:9])[CH3:5])[CH3:3]. The yield is 1.00. (2) The reactants are [I:1][C:2]1[CH:3]=[CH:4][C:5]([NH2:10])=[C:6]([CH:9]=1)[CH:7]=O.CCCCCCC=CCCC.[F:22][C:23]([F:32])([F:31])/[CH:24]=[CH:25]/[C:26]([O:28][CH2:29][CH3:30])=[O:27]. The catalyst is CN1CCCN(C)C1=O. The product is [I:1][C:2]1[CH:9]=[C:6]2[C:5](=[CH:4][CH:3]=1)[NH:10][CH:24]([C:23]([F:22])([F:32])[F:31])[C:25]([C:26]([O:28][CH2:29][CH3:30])=[O:27])=[CH:7]2. The yield is 0.500. (3) The reactants are [CH2:1]([O:8][NH:9][S:10]([C:13]1[CH:18]=[CH:17][CH:16]=[CH:15][C:14]=1[N+:19]([O-:21])=[O:20])(=[O:12])=[O:11])[C:2]1[CH:7]=[CH:6][CH:5]=[CH:4][CH:3]=1.O[C@@H:23]1[CH2:28][N:27]([C:29]([O:31][C:32]([CH3:35])([CH3:34])[CH3:33])=[O:30])[C@H:26]([C:36]([O:38][CH2:39][CH3:40])=[O:37])[CH2:25][CH2:24]1.C1C=CC(P(C2C=CC=CC=2)C2C=CC=CC=2)=CC=1.CCOC(/N=N/C(OCC)=O)=O. The catalyst is C1COCC1. The product is [CH2:1]([O:8][N:9]([C@H:23]1[CH2:28][N:27]([C:29]([O:31][C:32]([CH3:33])([CH3:34])[CH3:35])=[O:30])[C@H:26]([C:36]([O:38][CH2:39][CH3:40])=[O:37])[CH2:25][CH2:24]1)[S:10]([C:13]1[CH:18]=[CH:17][CH:16]=[CH:15][C:14]=1[N+:19]([O-:21])=[O:20])(=[O:12])=[O:11])[C:2]1[CH:7]=[CH:6][CH:5]=[CH:4][CH:3]=1. The yield is 0.800.